This data is from Catalyst prediction with 721,799 reactions and 888 catalyst types from USPTO. The task is: Predict which catalyst facilitates the given reaction. (1) Reactant: [NH:1]1[C:9]2[C:4](=[CH:5][C:6]([CH:10]=[O:11])=[CH:7][CH:8]=2)[CH:3]=[N:2]1.[Br:12]N1C(=O)CCC1=O. Product: [Br:12][C:3]1[C:4]2[C:9](=[CH:8][CH:7]=[C:6]([CH:10]=[O:11])[CH:5]=2)[NH:1][N:2]=1. The catalyst class is: 3. (2) Reactant: Br[C:2]1[CH:7]=[CH:6][C:5]([Br:8])=[CH:4][N:3]=1.[F:9][C:10]1[CH:16]=[C:15]([F:17])[CH:14]=[CH:13][C:11]=1[NH2:12].CC([O-])(C)C.[Na+]. The catalyst class is: 231. Product: [Br:8][C:5]1[CH:6]=[CH:7][C:2]([NH:12][C:11]2[CH:13]=[CH:14][C:15]([F:17])=[CH:16][C:10]=2[F:9])=[N:3][CH:4]=1. (3) Reactant: [CH2:1]([O:3][C:4](=[O:15])[C:5](=O)[CH2:6][C:7]([C:9]1[O:10][CH:11]=[CH:12][CH:13]=1)=O)[CH3:2].[Cl:16][C:17]1[S:21][C:20]([C:22]2[O:26][N:25]=[C:24]([CH2:27][NH:28][NH2:29])[CH:23]=2)=[CH:19][CH:18]=1. Product: [CH2:1]([O:3][C:4]([C:5]1[CH:6]=[C:7]([C:9]2[O:10][CH:11]=[CH:12][CH:13]=2)[N:28]([CH2:27][C:24]2[CH:23]=[C:22]([C:20]3[S:21][C:17]([Cl:16])=[CH:18][CH:19]=3)[O:26][N:25]=2)[N:29]=1)=[O:15])[CH3:2]. The catalyst class is: 86. (4) Reactant: [CH2:1]([O:3][C:4](=[O:16])[CH2:5][O:6][C:7]1[CH:12]=[CH:11][C:10]([Br:13])=[CH:9][C:8]=1[CH:14]=O)[CH3:2].Cl.[CH2:18]([O:20][C:21](=[O:24])[CH2:22][NH2:23])[CH3:19].CCN(CC)CC.O. Product: [CH2:1]([O:3][C:4](=[O:16])[CH2:5][O:6][C:7]1[CH:12]=[CH:11][C:10]([Br:13])=[CH:9][C:8]=1/[CH:14]=[N:23]/[CH2:22][C:21]([O:20][CH2:18][CH3:19])=[O:24])[CH3:2]. The catalyst class is: 4. (5) Reactant: B.[Br:2][C:3]1[CH:8]=[CH:7][C:6]([CH2:9][CH2:10][C:11]([NH:13][CH3:14])=O)=[CH:5][CH:4]=1.CO.Cl. Product: [Br:2][C:3]1[CH:4]=[CH:5][C:6]([CH2:9][CH2:10][CH2:11][NH:13][CH3:14])=[CH:7][CH:8]=1. The catalyst class is: 1. (6) Reactant: [F:1][C:2]1[CH:7]=[C:6]([N+:8]([O-])=O)[CH:5]=[CH:4][C:3]=1[N:11]1[CH2:16][CH2:15][O:14][CH2:13][CH2:12]1. Product: [F:1][C:2]1[CH:7]=[C:6]([CH:5]=[CH:4][C:3]=1[N:11]1[CH2:16][CH2:15][O:14][CH2:13][CH2:12]1)[NH2:8]. The catalyst class is: 29. (7) Reactant: [Cl:1][C:2]1[CH:7]=[CH:6][CH:5]=[CH:4][C:3]=1[C:8]1[N:12]=[C:11]([NH2:13])[NH:10][N:9]=1.[CH2:14]([N:16]1[C:24]2[C:19](=[CH:20][C:21]([C:25](=O)[CH2:26][C:27](OCC)=[O:28])=[CH:22][CH:23]=2)[CH:18]=[N:17]1)[CH3:15].CC1C=CC(S(O)(=O)=O)=CC=1. Product: [Cl:1][C:2]1[CH:7]=[CH:6][CH:5]=[CH:4][C:3]=1[C:8]1[N:12]=[C:11]2[NH:13][C:25]([C:21]3[CH:20]=[C:19]4[C:24](=[CH:23][CH:22]=3)[N:16]([CH2:14][CH3:15])[N:17]=[CH:18]4)=[CH:26][C:27](=[O:28])[N:10]2[N:9]=1. The catalyst class is: 114. (8) Reactant: C[O:2][C:3](=[O:28])[C@@H:4]([N:9]1[CH2:13][C:12]([O:14][C:15]2[C:20]([F:21])=[CH:19][CH:18]=[C:17]([O:22][CH:23]([CH3:25])[CH3:24])[C:16]=2[F:26])=[CH:11][C:10]1=[O:27])[CH2:5][CH:6]([CH3:8])[CH3:7].O.[OH-].[Li+]. Product: [F:26][C:16]1[C:17]([O:22][CH:23]([CH3:25])[CH3:24])=[CH:18][CH:19]=[C:20]([F:21])[C:15]=1[O:14][C:12]1[CH2:13][N:9]([C@@H:4]([CH2:5][CH:6]([CH3:8])[CH3:7])[C:3]([OH:28])=[O:2])[C:10](=[O:27])[CH:11]=1. The catalyst class is: 7. (9) The catalyst class is: 9. Product: [C:18]([C:17]1[CH:20]=[C:13]([C:11]2[O:10][N:9]=[C:8]([C:5]3[CH:4]=[CH:3][C:2]([O:1][CH2:32][C:33]([O:35][CH2:36][CH3:37])=[O:34])=[CH:7][CH:6]=3)[N:12]=2)[CH:14]=[CH:15][C:16]=1[O:21][CH:22]([CH3:24])[CH3:23])#[N:19]. Reactant: [OH:1][C:2]1[CH:7]=[CH:6][C:5]([C:8]2[N:12]=[C:11]([C:13]3[CH:14]=[CH:15][C:16]([O:21][CH:22]([CH3:24])[CH3:23])=[C:17]([CH:20]=3)[C:18]#[N:19])[O:10][N:9]=2)=[CH:4][CH:3]=1.C(=O)([O-])[O-].[K+].[K+].Br[CH2:32][C:33]([O:35][CH2:36][CH3:37])=[O:34].C(OCC)(=O)C. (10) Reactant: N1CCC[C@H]1C(O)=O.[OH-].[Na+].Br[C:12]1[CH:17]=[CH:16][C:15]([C@H:18]([C:30]2[CH:35]=[CH:34][CH:33]=[CH:32][C:31]=2[CH3:36])[CH2:19][C:20]([C:22]2[CH:23]=[CH:24][C:25](=[O:29])[N:26]([CH3:28])[CH:27]=2)=[O:21])=[CH:14][CH:13]=1.[CH3:37][S:38]([O-:40])=[O:39].[Na+]. Product: [CH3:37][S:38]([C:12]1[CH:17]=[CH:16][C:15]([C@H:18]([C:30]2[CH:35]=[CH:34][CH:33]=[CH:32][C:31]=2[CH3:36])[CH2:19][C:20]([C:22]2[CH:23]=[CH:24][C:25](=[O:29])[N:26]([CH3:28])[CH:27]=2)=[O:21])=[CH:14][CH:13]=1)(=[O:40])=[O:39]. The catalyst class is: 156.